From a dataset of Forward reaction prediction with 1.9M reactions from USPTO patents (1976-2016). Predict the product of the given reaction. Given the reactants [I:1][C:2]1[C:10]2[C:5](=[N:6][C:7]([CH3:11])=[CH:8][CH:9]=2)[NH:4][N:3]=1.[OH-].[K+].Cl[CH2:15][O:16][CH2:17][CH2:18][Si:19]([CH3:22])([CH3:21])[CH3:20], predict the reaction product. The product is: [I:1][C:2]1[C:10]2[C:5](=[N:6][C:7]([CH3:11])=[CH:8][CH:9]=2)[N:4]([CH2:15][O:16][CH2:17][CH2:18][Si:19]([CH3:22])([CH3:21])[CH3:20])[N:3]=1.